Dataset: Forward reaction prediction with 1.9M reactions from USPTO patents (1976-2016). Task: Predict the product of the given reaction. (1) Given the reactants [C:1]([O:5][C:6]([NH:8][CH2:9][C:10]1[CH:11]=[C:12]([C:16]2[CH:21]=[C:20]([C:22](=[S:24])[NH2:23])[CH:19]=[C:18]([O:25][C:26]3[N:31]=[C:30]([O:32][C@H:33]([CH2:41][CH3:42])[C:34]([O:36][C:37]([CH3:40])([CH3:39])[CH3:38])=[O:35])[C:29]([F:43])=[CH:28][C:27]=3[F:44])[CH:17]=2)[CH:13]=[CH:14][CH:15]=1)=[O:7])([CH3:4])([CH3:3])[CH3:2].Br[CH2:46][C:47](Br)=[O:48].O, predict the reaction product. The product is: [C:1]([O:5][C:6]([NH:8][CH2:9][C:10]1[CH:11]=[C:12]([C:16]2[CH:21]=[C:20]([C:22]3[S:24][CH2:46][C:47](=[O:48])[N:23]=3)[CH:19]=[C:18]([O:25][C:26]3[N:31]=[C:30]([O:32][C@H:33]([CH2:41][CH3:42])[C:34]([O:36][C:37]([CH3:40])([CH3:39])[CH3:38])=[O:35])[C:29]([F:43])=[CH:28][C:27]=3[F:44])[CH:17]=2)[CH:13]=[CH:14][CH:15]=1)=[O:7])([CH3:2])([CH3:4])[CH3:3]. (2) Given the reactants [CH3:1][O:2][C:3]1[CH:4]=[C:5]([CH:11]([N:16]2[C:24](=[O:25])[C:23]3[C:18](=[CH:19][CH:20]=[CH:21][C:22]=3[NH2:26])[C:17]2=[O:27])[CH2:12][C:13](=[O:15])[CH3:14])[CH:6]=[CH:7][C:8]=1[O:9][CH3:10].C(N(CC)CC)C.[CH3:35][S:36](Cl)(=[O:38])=[O:37], predict the reaction product. The product is: [CH3:1][O:2][C:3]1[CH:4]=[C:5]([CH:11]([N:16]2[C:24](=[O:25])[C:23]3[C:18](=[CH:19][CH:20]=[CH:21][C:22]=3[N:26]([S:36]([CH3:35])(=[O:38])=[O:37])[S:36]([CH3:35])(=[O:38])=[O:37])[C:17]2=[O:27])[CH2:12][C:13](=[O:15])[CH3:14])[CH:6]=[CH:7][C:8]=1[O:9][CH3:10].